Dataset: Full USPTO retrosynthesis dataset with 1.9M reactions from patents (1976-2016). Task: Predict the reactants needed to synthesize the given product. (1) Given the product [F:12][C:4]1[CH:3]=[C:2]([C:50]#[C:49][Si:42]([CH:39]([CH3:41])[CH3:40])([CH:46]([CH3:48])[CH3:47])[CH:43]([CH3:45])[CH3:44])[CH:7]=[CH:6][C:5]=1[CH:8]([OH:11])[CH2:9][OH:10], predict the reactants needed to synthesize it. The reactants are: Br[C:2]1[CH:7]=[CH:6][C:5]([CH:8]([OH:11])[CH2:9][OH:10])=[C:4]([F:12])[CH:3]=1.F[B-](F)(F)F.C([PH+](C(C)(C)C)C(C)(C)C)(C)(C)C.CN(C)CCN(C)C.[CH:39]([Si:42]([C:49]#[CH:50])([CH:46]([CH3:48])[CH3:47])[CH:43]([CH3:45])[CH3:44])([CH3:41])[CH3:40]. (2) Given the product [C:16]([O:15][CH2:14][CH:13]([C:19]1[CH:20]=[CH:21][C:22]([Br:25])=[CH:23][CH:24]=1)[CH2:12][NH:34][C@@H:32]([C:26]1[CH:31]=[CH:30][CH:29]=[CH:28][CH:27]=1)[CH3:33])(=[O:18])[CH3:17], predict the reactants needed to synthesize it. The reactants are: CC1C=CC(S(O[CH2:12][CH:13]([C:19]2[CH:24]=[CH:23][C:22]([Br:25])=[CH:21][CH:20]=2)[CH2:14][O:15][C:16](=[O:18])[CH3:17])(=O)=O)=CC=1.[C:26]1([C@H:32]([NH2:34])[CH3:33])[CH:31]=[CH:30][CH:29]=[CH:28][CH:27]=1.